From a dataset of Catalyst prediction with 721,799 reactions and 888 catalyst types from USPTO. Predict which catalyst facilitates the given reaction. (1) Reactant: [Cl:1][C:2]1[C:7]([C:8](Cl)=[O:9])=[C:6]([Cl:11])[N:5]=[CH:4][N:3]=1.[Si:12]([O:19][CH2:20][CH2:21][NH:22][C:23]1[CH:28]=[CH:27][C:26]([CH:29]2[CH2:34][CH2:33][CH:32]([CH2:35][C:36]([O:38][CH3:39])=[O:37])[CH2:31][CH2:30]2)=[CH:25][C:24]=1[F:40])([C:15]([CH3:18])([CH3:17])[CH3:16])([CH3:14])[CH3:13]. Product: [Si:12]([O:19][CH2:20][CH2:21][N:22]([C:23]1[CH:28]=[CH:27][C:26]([CH:29]2[CH2:34][CH2:33][CH:32]([CH2:35][C:36]([O:38][CH3:39])=[O:37])[CH2:31][CH2:30]2)=[CH:25][C:24]=1[F:40])[C:8]([C:7]1[C:6]([Cl:11])=[N:5][CH:4]=[N:3][C:2]=1[Cl:1])=[O:9])([C:15]([CH3:18])([CH3:17])[CH3:16])([CH3:14])[CH3:13]. The catalyst class is: 1. (2) Reactant: Cl[C:2]1[CH:7]=[CH:6][C:5]([C:8]2[CH:13]([CH3:14])[S:12][C:11](=[O:15])[NH:10][N:9]=2)=[CH:4][C:3]=1[N+:16]([O-:18])=[O:17].[CH2:19]([NH2:23])[CH:20]([CH3:22])[CH3:21]. Product: [CH2:19]([NH:23][C:2]1[CH:7]=[CH:6][C:5]([C:8]2[CH:13]([CH3:14])[S:12][C:11](=[O:15])[NH:10][N:9]=2)=[CH:4][C:3]=1[N+:16]([O-:18])=[O:17])[CH:20]([CH3:22])[CH3:21]. The catalyst class is: 10. (3) Reactant: C(O)C[OH:3].[CH3:5][CH2:6][CH2:7][CH2:8][CH:9]([C:12]([O-:14])=[O:13])CC.CCC[CH2:18][CH:19]([C:22]([O-:24])=[O:23])CC.[Sn+2].C(Cl)Cl. Product: [C:12]1(=[O:14])[O:13][CH2:5][CH2:6][CH2:7][CH2:8][CH2:9]1.[C:22]([OH:24])(=[O:23])[CH:19]([CH3:18])[OH:3]. The catalyst class is: 27. (4) Reactant: C(O)=O.[NH2:4][CH2:5][CH2:6][C:7]1[CH:34]=[CH:33][C:10]([NH:11][CH:12]2[CH2:17][CH2:16][N:15]([C:18]([NH:20][C:21]3[CH:32]=[CH:31][C:24]([O:25][CH2:26][C:27]([O:29]C)=[O:28])=[CH:23][CH:22]=3)=[O:19])[CH2:14][CH2:13]2)=[CH:9][CH:8]=1.C([Si]([O:52][C:53]1[CH:58]=[CH:57][C:56]([O:59][CH2:60][CH:61]2[CH2:63][O:62]2)=[CH:55][CH:54]=1)(C1C=CC=CC=1)C1C=CC=CC=1)(C)(C)C. Product: [OH:62][C@H:61]([CH2:60][O:59][C:56]1[CH:57]=[CH:58][C:53]([OH:52])=[CH:54][CH:55]=1)[CH2:63][NH:4][CH2:5][CH2:6][C:7]1[CH:8]=[CH:9][C:10]([NH:11][CH:12]2[CH2:17][CH2:16][N:15]([C:18]([NH:20][C:21]3[CH:22]=[CH:23][C:24]([O:25][CH2:26][C:27]([OH:29])=[O:28])=[CH:31][CH:32]=3)=[O:19])[CH2:14][CH2:13]2)=[CH:33][CH:34]=1. The catalyst class is: 147. (5) Reactant: [N:1]#[C:2]Br.[NH:4]([CH2:6][CH2:7][CH2:8][NH:9][C:10](=[O:16])[O:11][C:12]([CH3:15])([CH3:14])[CH3:13])[NH2:5].C(=O)([O-])[O-].[Na+].[Na+]. Product: [C:2]([N:4]([CH2:6][CH2:7][CH2:8][NH:9][C:10](=[O:16])[O:11][C:12]([CH3:13])([CH3:15])[CH3:14])[NH2:5])#[N:1]. The catalyst class is: 46. (6) Reactant: [F:1][C:2]([F:20])([F:19])[O:3][C:4]1[CH:9]=[CH:8][C:7]([S:10]([N:13]2[CH2:18][CH2:17][NH:16][CH2:15][CH2:14]2)(=[O:12])=[O:11])=[CH:6][CH:5]=1.[N:21]1[N:25]2[CH:26]=[CH:27][CH:28]=[N:29][C:24]2=[C:23]([C:30](O)=[O:31])[CH:22]=1.C1C=CC2N(O)N=NC=2C=1.O.CN(C(ON1N=NC2C=CC=CC1=2)=[N+](C)C)C.F[P-](F)(F)(F)(F)F.CCN(C(C)C)C(C)C. Product: [F:20][C:2]([F:1])([F:19])[O:3][C:4]1[CH:9]=[CH:8][C:7]([S:10]([N:13]2[CH2:14][CH2:15][N:16]([C:30]([C:23]3[CH:22]=[N:21][N:25]4[CH:26]=[CH:27][CH:28]=[N:29][C:24]=34)=[O:31])[CH2:17][CH2:18]2)(=[O:12])=[O:11])=[CH:6][CH:5]=1. The catalyst class is: 3. (7) Reactant: [F:1][C:2]1([F:54])[CH2:7][O:6][C:5]([NH:8]C(C2C=CC(OC)=CC=2)(C2C=CC=C(OC)C=2)C2C=CC=CC=2)=[N:4][C@@:3]1([C:33]1[N:38]=[C:37]([NH:39][C:40]([C:42]2[C:47]([Cl:48])=[CH:46][C:45]([C:49]([F:52])([F:51])[F:50])=[CH:44][N:43]=2)=[O:41])[CH:36]=[CH:35][C:34]=1[F:53])[CH3:32].C(O)(C(F)(F)F)=O.[NH4+].[OH-]. Product: [NH2:8][C:5]1[O:6][CH2:7][C:2]([F:54])([F:1])[C@:3]([C:33]2[N:38]=[C:37]([NH:39][C:40]([C:42]3[C:47]([Cl:48])=[CH:46][C:45]([C:49]([F:52])([F:50])[F:51])=[CH:44][N:43]=3)=[O:41])[CH:36]=[CH:35][C:34]=2[F:53])([CH3:32])[N:4]=1. The catalyst class is: 4.